From a dataset of Forward reaction prediction with 1.9M reactions from USPTO patents (1976-2016). Predict the product of the given reaction. (1) The product is: [CH3:2][C:3]1([CH3:23])[O:7][CH:6]([CH2:8][C:9]2[CH:10]=[C:11]([C:17]3[CH2:22][CH2:21][N:20]([CH3:26])[CH2:19][CH:18]=3)[CH:12]=[CH:13][C:14]=2[O:15][CH3:16])[CH2:5][O:4]1. Given the reactants [I-].[CH3:2][C:3]1([CH3:23])[O:7][CH:6]([CH2:8][C:9]2[CH:10]=[C:11]([C:17]3[CH:22]=[CH:21][NH+:20]=[CH:19][CH:18]=3)[CH:12]=[CH:13][C:14]=2[O:15][CH3:16])[CH2:5][O:4]1.[BH4-].[Na+].[C:26](OCC)(=O)C.C(=O)([O-])[O-].[Na+].[Na+], predict the reaction product. (2) Given the reactants [NH2:1][CH2:2][CH2:3][CH:4]([N:6]1[CH2:11][CH2:10][CH:9]([N:12]2[C@H:16]([C:17]3[CH:22]=[CH:21][CH:20]=[CH:19][CH:18]=3)[CH2:15][O:14][C:13]2=[S:23])[CH2:8][CH2:7]1)[CH3:5].C([O-])([O-])=O.[K+].[K+], predict the reaction product. The product is: [NH2:1][CH2:2][CH2:3][C@@H:4]([N:6]1[CH2:11][CH2:10][CH:9]([N:12]2[C@H:16]([C:17]3[CH:22]=[CH:21][CH:20]=[CH:19][CH:18]=3)[CH2:15][O:14][C:13]2=[S:23])[CH2:8][CH2:7]1)[CH3:5]. (3) Given the reactants [CH3:1][C:2]1([C:7]2[N:8]=[C:9]([CH2:12][N:13]3[CH:17]=[CH:16][C:15]([NH2:18])=[N:14]3)[S:10][CH:11]=2)[O:6]CCO1.[C:19]1([CH3:33])[CH:24]=[CH:23][CH:22]=[C:21]([C:25]2[O:29][CH:28]=[N:27][C:26]=2[C:30](O)=[O:31])[CH:20]=1, predict the reaction product. The product is: [C:2]([C:7]1[N:8]=[C:9]([CH2:12][N:13]2[CH:17]=[CH:16][C:15]([NH:18][C:30]([C:26]3[N:27]=[CH:28][O:29][C:25]=3[C:21]3[CH:20]=[C:19]([CH3:33])[CH:24]=[CH:23][CH:22]=3)=[O:31])=[N:14]2)[S:10][CH:11]=1)(=[O:6])[CH3:1]. (4) Given the reactants [NH2:1][C@@H:2]([C:12]([OH:14])=[O:13])[CH2:3][C:4]1[CH:9]=[CH:8][CH:7]=[C:6]([C:10]#[N:11])[CH:5]=1.O.[CH3:16][C:17]([O:20][C:21](O[C:21]([O:20][C:17]([CH3:19])([CH3:18])[CH3:16])=[O:22])=[O:22])([CH3:19])[CH3:18].[OH-].[Na+], predict the reaction product. The product is: [NH:1]([C:21]([O:20][C:17]([CH3:19])([CH3:18])[CH3:16])=[O:22])[C@@H:2]([C:12]([OH:14])=[O:13])[CH2:3][C:4]1[CH:9]=[CH:8][CH:7]=[C:6]([C:10]#[N:11])[CH:5]=1. (5) Given the reactants SC[C@H]([C@@H](CS)O)O.CCC[C@@](O)([C@@H]1[C@]2(OC)[C@@H]3OC4=C(O)C=CC5=C4[C@]43CCN(C)[C@H](C5)C4(C=C2)C1)C.C[C@H](CN(C)C)CN1C2C=C(OC)C=CC=2SC2C1=CC=CC=2.CO.C(N)C(O)=O.C(O)C(N)(CO)CO.[CH3:77][CH2:78][CH2:79][CH2:80][CH2:81][CH2:82][CH2:83][CH2:84][CH2:85][CH2:86][CH2:87][CH2:88][O:89][S:90]([O-:93])(=[O:92])=[O:91].[Na+:94], predict the reaction product. The product is: [CH3:77][CH2:78][CH2:79][CH2:80][CH2:81][CH2:82][CH2:83][CH2:84][CH2:85][CH2:86][CH2:87][CH2:88][O:89][S:90]([O-:93])(=[O:92])=[O:91].[Na+:94].